This data is from TCR-epitope binding with 47,182 pairs between 192 epitopes and 23,139 TCRs. The task is: Binary Classification. Given a T-cell receptor sequence (or CDR3 region) and an epitope sequence, predict whether binding occurs between them. The epitope is FLLNKEMYL. The TCR CDR3 sequence is CASSLVVGTEAFF. Result: 1 (the TCR binds to the epitope).